This data is from Forward reaction prediction with 1.9M reactions from USPTO patents (1976-2016). The task is: Predict the product of the given reaction. (1) Given the reactants I[C:2]1[N:10]=[CH:9][C:8]2[NH:7][C:6]3[N:11]=[CH:12][C:13]([C:15]4[CH:20]=[CH:19][C:18]([CH2:21][N:22]5[CH2:27][CH2:26][CH2:25][CH2:24][CH2:23]5)=[CH:17][CH:16]=4)=[CH:14][C:5]=3[C:4]=2[CH:3]=1.[CH3:28][N:29]1[C:33]([Sn](C)(C)C)=[CH:32][N:31]=[N:30]1.C(N(CC)C(C)C)(C)C, predict the reaction product. The product is: [CH3:28][N:29]1[C:33]([C:2]2[N:10]=[CH:9][C:8]3[NH:7][C:6]4[N:11]=[CH:12][C:13]([C:15]5[CH:16]=[CH:17][C:18]([CH2:21][N:22]6[CH2:27][CH2:26][CH2:25][CH2:24][CH2:23]6)=[CH:19][CH:20]=5)=[CH:14][C:5]=4[C:4]=3[CH:3]=2)=[CH:32][N:31]=[N:30]1. (2) Given the reactants [CH:1]([C:3]1[NH:7][CH:6]=[C:5]([C:8]([OH:10])=O)[C:4]=1[CH3:11])=[O:2].[CH3:12][C@H:13]1[CH2:18][NH:17][CH2:16][C@@H:15]([CH3:19])[NH:14]1, predict the reaction product. The product is: [CH3:12][C@H:13]1[NH:14][C@@H:15]([CH3:19])[CH2:16][N:17]([C:8]([C:5]2[C:4]([CH3:11])=[C:3]([CH:1]=[O:2])[NH:7][CH:6]=2)=[O:10])[CH2:18]1. (3) Given the reactants [F:1][C:2]1[CH:3]=[C:4]2[C:9](=[CH:10][C:11]=1[N:12]1[CH2:17][CH2:16][O:15][CH2:14][CH2:13]1)[N:8]=[C:7](/[CH:18]=[CH:19]/[C:20]1[O:21][C:22]([N+:25]([O-:27])=[O:26])=[CH:23][CH:24]=1)[N:6]=[C:5]2[N:28]([CH2:32][CH2:33]O)CCO.Cl[C:36]1C2C(=CC(N3CCOCC3)=C(F)C=2)N=C(C=CC2OC([N+]([O-])=O)=CC=2)N=1, predict the reaction product. The product is: [CH:32]1([NH:28][C:5]2[C:4]3[C:9](=[CH:10][C:11]([N:12]4[CH2:13][CH2:14][O:15][CH2:16][CH2:17]4)=[C:2]([F:1])[CH:3]=3)[N:8]=[C:7](/[CH:18]=[CH:19]/[C:20]3[O:21][C:22]([N+:25]([O-:27])=[O:26])=[CH:23][CH:24]=3)[N:6]=2)[CH2:36][CH2:33]1. (4) Given the reactants [Na+].[F:2][C:3]1[CH:19]=[CH:18][C:6]([O:7][C:8]2[CH:13]=[CH:12][C:11]([S:14]([O-])(=[O:16])=[O:15])=[CH:10][CH:9]=2)=[CH:5][CH:4]=1.S(Cl)([Cl:22])=O.CN(C)C=O, predict the reaction product. The product is: [F:2][C:3]1[CH:19]=[CH:18][C:6]([O:7][C:8]2[CH:13]=[CH:12][C:11]([S:14]([Cl:22])(=[O:16])=[O:15])=[CH:10][CH:9]=2)=[CH:5][CH:4]=1.